This data is from Full USPTO retrosynthesis dataset with 1.9M reactions from patents (1976-2016). The task is: Predict the reactants needed to synthesize the given product. (1) Given the product [CH2:1]([O:8][C:9]([NH:11][C:12]12[CH2:19][CH2:18][C:15]([C:20]([NH2:24])=[O:22])([CH2:16][CH2:17]1)[CH2:14][CH2:13]2)=[O:10])[C:2]1[CH:7]=[CH:6][CH:5]=[CH:4][CH:3]=1, predict the reactants needed to synthesize it. The reactants are: [CH2:1]([O:8][C:9]([NH:11][C:12]12[CH2:19][CH2:18][C:15]([C:20]([OH:22])=O)([CH2:16][CH2:17]1)[CH2:14][CH2:13]2)=[O:10])[C:2]1[CH:7]=[CH:6][CH:5]=[CH:4][CH:3]=1.O[N:24]1C2C=CC=CC=2N=N1.Cl.C(N=C=NCCCN(C)C)C.N. (2) Given the product [Cl:1][C:2]1[CH:3]=[CH:4][C:5]([O:6][C:7]2[CH:8]=[CH:9][C:10]([N:13]3[CH:17]([C:18]4[CH:23]=[CH:22][CH:21]=[C:20]([C:24]([F:27])([F:25])[F:26])[CH:19]=4)[CH2:16][N:15]([CH2:28][CH2:29][N:30]4[CH2:31][CH2:32][NH:33][CH2:34][CH2:35]4)[C:14]3=[O:43])=[CH:11][CH:12]=2)=[CH:44][CH:45]=1, predict the reactants needed to synthesize it. The reactants are: [Cl:1][C:2]1[CH:45]=[CH:44][C:5]([O:6][C:7]2[CH:12]=[CH:11][C:10]([N:13]3[CH:17]([C:18]4[CH:23]=[CH:22][CH:21]=[C:20]([C:24]([F:27])([F:26])[F:25])[CH:19]=4)[CH2:16][N:15]([CH2:28][CH2:29][N:30]4[CH2:35][CH2:34][N:33](C(OC(C)(C)C)=O)[CH2:32][CH2:31]4)[C:14]3=[O:43])=[CH:9][CH:8]=2)=[CH:4][CH:3]=1. (3) Given the product [C:1]([O:5][C:6]([N:8]1[CH2:13][CH2:12][CH:11]([O:14][CH2:18][CH2:19][N:20]([CH3:22])[CH3:21])[CH2:10][CH2:9]1)=[O:7])([CH3:4])([CH3:2])[CH3:3], predict the reactants needed to synthesize it. The reactants are: [C:1]([O:5][C:6]([N:8]1[CH2:13][CH2:12][CH:11]([OH:14])[CH2:10][CH2:9]1)=[O:7])([CH3:4])([CH3:3])[CH3:2].[H-].[Na+].Cl[CH2:18][CH2:19][N:20]([CH3:22])[CH3:21]. (4) Given the product [C:44]([C:41]1[CH:40]=[CH:39][C:38]([N:16]2[C@@H:17]([C:24]3[CH:29]=[CH:28][C:27]([OH:30])=[CH:26][CH:25]=3)[C@@H:18]([O:22][CH3:23])[C@H:19]([O:20][CH3:21])[C@@H:15]2[C:12]2[CH:13]=[CH:14][C:9]([OH:8])=[CH:10][CH:11]=2)=[CH:43][CH:42]=1)([CH3:47])([CH3:45])[CH3:46], predict the reactants needed to synthesize it. The reactants are: C([O:8][C:9]1[CH:14]=[CH:13][C:12]([C@H:15]2[C@@H:19]([O:20][CH3:21])[C@H:18]([O:22][CH3:23])[C@H:17]([C:24]3[CH:29]=[CH:28][C:27]([O:30]CC4C=CC=CC=4)=[CH:26][CH:25]=3)[N:16]2[C:38]2[CH:43]=[CH:42][C:41]([C:44]([CH3:47])([CH3:46])[CH3:45])=[CH:40][CH:39]=2)=[CH:11][CH:10]=1)C1C=CC=CC=1. (5) The reactants are: Br[C:2]1[CH:7]=[CH:6][CH:5]=[CH:4][C:3]=1[Br:8].[C:9]([O:13][C:14]([N:16]([CH:18]1[CH2:22][CH2:21][NH:20][CH2:19]1)[CH3:17])=[O:15])([CH3:12])([CH3:11])[CH3:10]. Given the product [Br:8][C:3]1[CH:4]=[CH:5][CH:6]=[CH:7][C:2]=1[N:20]1[CH2:21][CH2:22][CH:18]([N:16]([C:14]([O:13][C:9]([CH3:12])([CH3:11])[CH3:10])=[O:15])[CH3:17])[CH2:19]1, predict the reactants needed to synthesize it. (6) Given the product [C:1]([O:5][C@@H:6]([C:12]1[C:13]([CH3:27])=[N:14][C:15]2[N:16]([N:19]=[C:20]([C:22]([O:24][CH2:25][CH3:26])=[O:23])[CH:21]=2)[C:17]=1[N:55]1[CH2:56][CH2:57][C:52]([O:51][CH2:50][CH2:49][CH2:48][CH2:47][C@H:46]([O:45][Si:28]([C:41]([CH3:42])([CH3:44])[CH3:43])([C:29]2[CH:30]=[CH:31][CH:32]=[CH:33][CH:34]=2)[C:35]2[CH:40]=[CH:39][CH:38]=[CH:37][CH:36]=2)[CH3:59])([CH3:58])[CH2:53][CH2:54]1)[C:7]([O:9][CH2:10][CH3:11])=[O:8])([CH3:4])([CH3:3])[CH3:2], predict the reactants needed to synthesize it. The reactants are: [C:1]([O:5][C@@H:6]([C:12]1[C:13]([CH3:27])=[N:14][C:15]2[N:16]([N:19]=[C:20]([C:22]([O:24][CH2:25][CH3:26])=[O:23])[CH:21]=2)[C:17]=1I)[C:7]([O:9][CH2:10][CH3:11])=[O:8])([CH3:4])([CH3:3])[CH3:2].[Si:28]([O:45][C@H:46]([CH3:59])[CH2:47][CH2:48][CH2:49][CH2:50][O:51][C:52]1([CH3:58])[CH2:57][CH2:56][NH:55][CH2:54][CH2:53]1)([C:41]([CH3:44])([CH3:43])[CH3:42])([C:35]1[CH:40]=[CH:39][CH:38]=[CH:37][CH:36]=1)[C:29]1[CH:34]=[CH:33][CH:32]=[CH:31][CH:30]=1.CCN(C(C)C)C(C)C. (7) Given the product [O:3]1[CH:7]=[N:6][C:5]([C:8]2[CH:13]=[CH:12][C:11]([C@@H:14]3[NH:15][CH2:16][CH2:17][N:18]([C:28]4[N:33]([CH3:34])[C:32](=[O:35])[CH:31]=[C:30]([C:36]5[CH:37]=[CH:38][N:39]=[CH:40][CH:41]=5)[N:29]=4)[CH2:19]3)=[CH:10][CH:9]=2)=[N:4]1, predict the reactants needed to synthesize it. The reactants are: Cl.Cl.[O:3]1[CH:7]=[N:6][C:5]([C:8]2[CH:13]=[CH:12][C:11]([CH:14]3[CH2:19][NH:18][CH2:17][CH2:16][NH:15]3)=[CH:10][CH:9]=2)=[N:4]1.C(N(CC)CC)C.Cl[C:28]1[N:33]([CH3:34])[C:32](=[O:35])[CH:31]=[C:30]([C:36]2[CH:41]=[CH:40][N:39]=[CH:38][CH:37]=2)[N:29]=1.